From a dataset of Full USPTO retrosynthesis dataset with 1.9M reactions from patents (1976-2016). Predict the reactants needed to synthesize the given product. (1) Given the product [NH:1]1[C:9]2[C:4](=[CH:5][CH:6]=[CH:7][CH:8]=2)[C:3]([C:11]2[C:15]3[CH:16]=[CH:17][CH:18]=[CH:19][C:14]=3[S:13](=[O:20])(=[O:21])[N:12]=2)=[CH:2]1, predict the reactants needed to synthesize it. The reactants are: [NH:1]1[C:9]2[C:4](=[CH:5][CH:6]=[CH:7][CH:8]=2)[CH:3]=[CH:2]1.Cl[C:11]1[C:15]2[CH:16]=[CH:17][CH:18]=[CH:19][C:14]=2[S:13](=[O:21])(=[O:20])[N:12]=1.[Al+3].[Cl-].[Cl-].[Cl-]. (2) Given the product [C:1]1([C:11]([C:13]2[CH:18]=[CH:17][CH:16]=[CH:15][CH:14]=2)([O:12][CH3:26])[CH:24]2[CH2:23][O:25]2)[C:10]2[C:5](=[CH:6][CH:7]=[CH:8][CH:9]=2)[CH:4]=[CH:3][CH:2]=1, predict the reactants needed to synthesize it. The reactants are: [C:1]1([CH:11]([C:13]2[CH:18]=[CH:17][CH:16]=[CH:15][CH:14]=2)[OH:12])[C:10]2[C:5](=[CH:6][CH:7]=[CH:8][CH:9]=2)[CH:4]=[CH:3][CH:2]=1.[H-].[Na+].C([CH:23]1[O:25][CH2:24]1)Cl.[CH3:26]N(C)C=O. (3) The reactants are: [Br:1][C:2]1[CH:7]=[CH:6][CH:5]=[CH:4][C:3]=1[OH:8].Br[CH2:10][C@H:11]([CH3:14])[CH2:12][Cl:13]. Given the product [Cl:13][CH2:12][C@@H:11]([CH3:14])[CH2:10][O:8][C:3]1[CH:4]=[CH:5][CH:6]=[CH:7][C:2]=1[Br:1], predict the reactants needed to synthesize it. (4) Given the product [CH2:1]([O:8][C:9]1[CH:16]=[CH:15][C:12]([CH:13]=[CH:18][C:19](=[O:20])[CH3:21])=[C:11]([I:17])[CH:10]=1)[C:2]1[CH:7]=[CH:6][CH:5]=[CH:4][CH:3]=1, predict the reactants needed to synthesize it. The reactants are: [CH2:1]([O:8][C:9]1[CH:16]=[CH:15][C:12]([CH:13]=O)=[C:11]([I:17])[CH:10]=1)[C:2]1[CH:7]=[CH:6][CH:5]=[CH:4][CH:3]=1.[CH3:18][C:19]([CH3:21])=[O:20].[OH-].[Na+]. (5) Given the product [NH2:26][C:10]1[C:11]([C:24]#[N:25])=[N:12][C:13]([C:14]2[CH:19]=[CH:18][C:17](=[O:20])[N:16]([CH:21]([CH3:23])[CH3:22])[N:15]=2)=[C:8]([C:3]2[CH:4]=[CH:5][CH:6]=[CH:7][C:2]=2[Br:1])[N:9]=1, predict the reactants needed to synthesize it. The reactants are: [Br:1][C:2]1[CH:7]=[CH:6][CH:5]=[CH:4][C:3]=1[C:8]1[N:9]=[C:10]([NH:26]CC2C=CC(OC)=CC=2)[C:11]([C:24]#[N:25])=[N:12][C:13]=1[C:14]1[CH:19]=[CH:18][C:17](=[O:20])[N:16]([CH:21]([CH3:23])[CH3:22])[N:15]=1.BrC1C=CC=CC=1C1N=C(C#N)C(NCC2C=CC(OC)=CC=2)=NC=1C1C=CC(=O)N(C(C)C)N=1. (6) Given the product [F:19][C:2]([F:1])([F:18])[C:3]1[O:7][C:6]([C@H:8]([NH2:10])[CH3:9])=[N:5][N:4]=1, predict the reactants needed to synthesize it. The reactants are: [F:1][C:2]([F:19])([F:18])[C:3]1[O:7][C:6]([C@H:8]([NH:10]C(=O)OC(C)(C)C)[CH3:9])=[N:5][N:4]=1. (7) Given the product [Cl:1][C:2]1[CH:3]=[CH:4][C:5]([O:17][CH2:18][C:19]2[CH:20]=[CH:21][CH:22]=[CH:23][CH:24]=2)=[C:6]([CH2:8][N:9]2[C:13]([CH3:14])=[CH:12][C:11]([CH:15]=[O:16])=[N:10]2)[CH:7]=1, predict the reactants needed to synthesize it. The reactants are: [Cl:1][C:2]1[CH:3]=[CH:4][C:5]([O:17][CH2:18][C:19]2[CH:24]=[CH:23][CH:22]=[CH:21][CH:20]=2)=[C:6]([CH2:8][N:9]2[C:13]([CH3:14])=[CH:12][C:11]([CH2:15][OH:16])=[N:10]2)[CH:7]=1.CC(OI1(OC(C)=O)(OC(C)=O)OC(=O)C2C=CC=CC1=2)=O. (8) Given the product [CH3:1][C:2]1[CH:12]=[C:11]([C:13](=[S:30])[NH:14][CH2:15][Si:16]([CH3:19])([CH3:18])[CH3:17])[CH:10]=[CH:9][C:3]=1[C:4]([O:6][CH2:7][CH3:8])=[O:5], predict the reactants needed to synthesize it. The reactants are: [CH3:1][C:2]1[CH:12]=[C:11]([C:13](=O)[NH:14][CH2:15][Si:16]([CH3:19])([CH3:18])[CH3:17])[CH:10]=[CH:9][C:3]=1[C:4]([O:6][CH2:7][CH3:8])=[O:5].COC1C=CC(P2(SP(C3C=CC(OC)=CC=3)(=S)S2)=[S:30])=CC=1.